From a dataset of Full USPTO retrosynthesis dataset with 1.9M reactions from patents (1976-2016). Predict the reactants needed to synthesize the given product. (1) Given the product [Cl:5][CH2:4][C@H:2]([OH:3])[CH2:1][NH:6][C:7]1[CH:8]=[CH:9][C:10]([N:13]2[CH2:18][CH2:17][O:16][CH2:15][C:14]2=[O:19])=[CH:11][CH:12]=1, predict the reactants needed to synthesize it. The reactants are: [CH2:1]1[O:3][C@H:2]1[CH2:4][Cl:5].[NH2:6][C:7]1[CH:12]=[CH:11][C:10]([N:13]2[CH2:18][CH2:17][O:16][CH2:15][C:14]2=[O:19])=[CH:9][CH:8]=1. (2) Given the product [NH2:1][C:2]1[C:7]([C:8]([NH:10][C@H:11]([C:13]2[CH:18]=[CH:17][C:16]([F:19])=[C:15]([F:20])[CH:14]=2)[CH3:12])=[O:9])=[C:6]([NH:29][CH2:28][C:24]2[S:23][CH:27]=[CH:26][CH:25]=2)[N:5]=[CH:4][C:3]=1[Br:22], predict the reactants needed to synthesize it. The reactants are: [NH2:1][C:2]1[C:7]([C:8]([NH:10][C@H:11]([C:13]2[CH:18]=[CH:17][C:16]([F:19])=[C:15]([F:20])[CH:14]=2)[CH3:12])=[O:9])=[C:6](Cl)[N:5]=[CH:4][C:3]=1[Br:22].[S:23]1[CH:27]=[CH:26][CH:25]=[C:24]1[CH2:28][NH2:29].C(=O)(O)[O-].[Na+]. (3) Given the product [CH2:17]([C:2]1[CH:3]=[CH:4][C:5]2[N:6]([CH:8]=[C:9]([C:11]([O:13][CH2:14][CH3:15])=[O:12])[N:10]=2)[N:7]=1)[CH2:18][CH3:19], predict the reactants needed to synthesize it. The reactants are: Cl[C:2]1[CH:3]=[CH:4][C:5]2[N:6]([CH:8]=[C:9]([C:11]([O:13][CH2:14][CH3:15])=[O:12])[N:10]=2)[N:7]=1.O1C[CH2:19][CH2:18][CH2:17]1.[Br-].C([Zn+])CC.Cl. (4) Given the product [Cl:8][C:5]1[C:4]([F:9])=[CH:3][C:2]([CH:10]=[CH2:11])=[CH:7][N:6]=1, predict the reactants needed to synthesize it. The reactants are: Br[C:2]1[CH:3]=[C:4]([F:9])[C:5]([Cl:8])=[N:6][CH:7]=1.[CH3:10][C:11]1(C)CC(C)OB(C=C)O1.C([O-])([O-])=O.[K+].[K+]. (5) Given the product [F:1][C:2]1[CH:3]=[CH:4][CH:5]=[C:6]([C:30]#[N:31])[C:7]=1[C:8]1[CH:13]=[C:12]([C:14]2[N:18]3[N:19]=[CH:20][C:21]([C:23]([OH:26])([CH3:24])[CH3:25])=[N:22][C:17]3=[N:16][CH:15]=2)[C:11]([OH:27])=[CH:10][C:9]=1[F:29], predict the reactants needed to synthesize it. The reactants are: [F:1][C:2]1[CH:3]=[CH:4][CH:5]=[C:6]([C:30]#[N:31])[C:7]=1[C:8]1[CH:13]=[C:12]([C:14]2[N:18]3[N:19]=[CH:20][C:21]([C:23]([OH:26])([CH3:25])[CH3:24])=[N:22][C:17]3=[N:16][CH:15]=2)[C:11]([O:27]C)=[CH:10][C:9]=1[F:29].B(Br)(Br)Br. (6) The reactants are: FC(F)(F)C(O)=O.[I:8][CH2:9][C:10](=[O:94])[NH:11][CH2:12][CH2:13][O:14][CH2:15][CH2:16][O:17][CH2:18][CH2:19][O:20][CH2:21][CH2:22][O:23][CH2:24][CH2:25][C:26](=[O:93])[NH:27][CH2:28][C:29]#[C:30][C:31]1[CH:32]=[C:33]([CH2:65][O:66][C:67]2[C:68]([O:91][CH3:92])=[CH:69][C:70]3[C:76](=[O:77])[N:75]4[CH:78]=[C:79]([CH3:81])[CH2:80][C@H:74]4[C@H:73](O)[N:72](C(OC(C)(C)C)=O)[C:71]=3[CH:90]=2)[CH:34]=[C:35]([CH2:37][O:38][C:39]2[C:40]([O:63][CH3:64])=[CH:41][C:42]3[C:48](=[O:49])[N:47]4[CH:50]=[C:51]([CH3:53])[CH2:52][C@H:46]4[C@H:45](O)[N:44](C(OC(C)(C)C)=O)[C:43]=3[CH:62]=2)[CH:36]=1. Given the product [CH3:92][O:91][C:68]1[C:67]([O:66][CH2:65][C:33]2[CH:32]=[C:31]([C:30]#[C:29][CH2:28][NH:27][C:26](=[O:93])[CH2:25][CH2:24][O:23][CH2:22][CH2:21][O:20][CH2:19][CH2:18][O:17][CH2:16][CH2:15][O:14][CH2:13][CH2:12][NH:11][C:10](=[O:94])[CH2:9][I:8])[CH:36]=[C:35]([CH2:37][O:38][C:39]3[C:40]([O:63][CH3:64])=[CH:41][C:42]4[C:48](=[O:49])[N:47]5[CH:50]=[C:51]([CH3:53])[CH2:52][C@H:46]5[CH:45]=[N:44][C:43]=4[CH:62]=3)[CH:34]=2)=[CH:90][C:71]2[N:72]=[CH:73][C@@H:74]3[CH2:80][C:79]([CH3:81])=[CH:78][N:75]3[C:76](=[O:77])[C:70]=2[CH:69]=1, predict the reactants needed to synthesize it. (7) Given the product [C:19]([C:18]1[CH:22]=[CH:23][C:15]([C:2]#[C:1][C:3]2[C:4]3[C:11]([O:12][CH3:13])=[CH:10][CH:9]=[CH:8][C:5]=3[S:6][CH:7]=2)=[CH:16][CH:17]=1)([OH:21])=[O:20], predict the reactants needed to synthesize it. The reactants are: [C:1]([C:3]1[C:4]2[C:11]([O:12][CH3:13])=[CH:10][CH:9]=[CH:8][C:5]=2[S:6][CH:7]=1)#[CH:2].I[C:15]1[CH:23]=[CH:22][C:18]([C:19]([OH:21])=[O:20])=[CH:17][CH:16]=1. (8) Given the product [F:15][C:14]([F:17])([F:16])[C:11]1[CH:12]=[CH:13][C:8]([C:6]2[N:5]=[CH:4][N:3]=[C:2]([NH:18][C:19]3[CH:20]=[CH:21][CH:22]=[C:23]4[C:28]=3[CH2:27][CH:26]([OH:29])[CH2:25][CH2:24]4)[CH:7]=2)=[CH:9][CH:10]=1, predict the reactants needed to synthesize it. The reactants are: Cl[C:2]1[CH:7]=[C:6]([C:8]2[CH:13]=[CH:12][C:11]([C:14]([F:17])([F:16])[F:15])=[CH:10][CH:9]=2)[N:5]=[CH:4][N:3]=1.[NH2:18][C:19]1[CH:20]=[CH:21][CH:22]=[C:23]2[C:28]=1[CH2:27][CH:26]([OH:29])[CH2:25][CH2:24]2.